From a dataset of Forward reaction prediction with 1.9M reactions from USPTO patents (1976-2016). Predict the product of the given reaction. (1) Given the reactants [Br:1][C:2]1[CH:7]=[CH:6][C:5]([Cl:8])=[CH:4][C:3]=1[CH2:9][CH2:10]O.S(Cl)([Cl:14])=O, predict the reaction product. The product is: [Br:1][C:2]1[CH:7]=[CH:6][C:5]([Cl:8])=[CH:4][C:3]=1[CH2:9][CH2:10][Cl:14]. (2) Given the reactants [Cl:1][C:2]1[CH:3]=[C:4]([CH2:9][C:10]#[N:11])[CH:5]=[CH:6][C:7]=1[Cl:8].[CH3:12][O:13][C:14](=[O:17])[CH:15]=[CH2:16].[C:18](O)(C)(C)C.C[CH2:24][O:25][C:26]([CH3:28])=[O:27].CCCCCCC, predict the reaction product. The product is: [C:10]([C:9]([C:4]1[CH:5]=[CH:6][C:7]([Cl:8])=[C:2]([Cl:1])[CH:3]=1)([CH2:18][CH2:28][C:26]([O:25][CH3:24])=[O:27])[CH2:16][CH2:15][C:14]([O:13][CH3:12])=[O:17])#[N:11]. (3) Given the reactants [NH2:1][C:2]1[C:3]([NH:11][C@H:12]2[CH2:17][CH2:16][C@H:15]([CH2:18][C:19]#[N:20])[C@@H:14]([O:21][CH3:22])[CH2:13]2)=[C:4]2[S:10][CH:9]=[CH:8][C:5]2=[N:6][CH:7]=1.[CH3:23][CH2:24][CH3:25], predict the reaction product. The product is: [CH2:24]([C:25]1[N:11]([C@H:12]2[CH2:17][CH2:16][C@H:15]([CH2:18][C:19]#[N:20])[C@@H:14]([O:21][CH3:22])[CH2:13]2)[C:3]2=[C:4]3[S:10][CH:9]=[CH:8][C:5]3=[N:6][CH:7]=[C:2]2[N:1]=1)[CH3:23]. (4) Given the reactants [CH:1]([C:4]1[CH:9]=[CH:8][C:7]([OH:10])=[CH:6][CH:5]=1)([CH3:3])[CH3:2].C(=O)([O-])[O-].[K+].[K+].Br[CH2:18][C:19]([O:21][CH2:22][CH3:23])=[O:20], predict the reaction product. The product is: [CH2:22]([O:21][C:19](=[O:20])[CH2:18][O:10][C:7]1[CH:8]=[CH:9][C:4]([CH:1]([CH3:3])[CH3:2])=[CH:5][CH:6]=1)[CH3:23]. (5) Given the reactants Br[CH2:2][C:3]([C:5]1[C:10](=[O:11])[NH:9][C:8]([CH3:12])=[C:7]([C:13]([O:15][CH2:16][CH3:17])=[O:14])[CH:6]=1)=O.[C:18]([NH2:26])(=[S:25])[C:19]1[CH:24]=[CH:23][CH:22]=[CH:21][CH:20]=1, predict the reaction product. The product is: [CH3:12][C:8]1[NH:9][C:10](=[O:11])[C:5]([C:3]2[N:26]=[C:18]([C:19]3[CH:24]=[CH:23][CH:22]=[CH:21][CH:20]=3)[S:25][CH:2]=2)=[CH:6][C:7]=1[C:13]([O:15][CH2:16][CH3:17])=[O:14].